This data is from Forward reaction prediction with 1.9M reactions from USPTO patents (1976-2016). The task is: Predict the product of the given reaction. (1) Given the reactants [C:1]([C:3]1[CH:4]=[C:5]([C:9]2[CH:10]=[C:11]3[C:16](=[CH:17][CH:18]=2)[N:15]=[CH:14][CH:13]=[C:12]3[S:19][C:20]2([C:24]([O:26]CC)=[O:25])[CH2:23][CH2:22][CH2:21]2)[CH:6]=[CH:7][CH:8]=1)#[N:2].O.[OH-].[Li+].Cl.ClCCl, predict the reaction product. The product is: [C:1]([C:3]1[CH:4]=[C:5]([C:9]2[CH:10]=[C:11]3[C:16](=[CH:17][CH:18]=2)[N:15]=[CH:14][CH:13]=[C:12]3[S:19][C:20]2([C:24]([OH:26])=[O:25])[CH2:23][CH2:22][CH2:21]2)[CH:6]=[CH:7][CH:8]=1)#[N:2]. (2) Given the reactants [CH3:1][N:2]1[C:6]([C:7]2[CH:12]=[CH:11][CH:10]=[CH:9][C:8]=2[C:13]([F:16])([F:15])[F:14])=[N:5][N:4]=[C:3]1[C:17]12[CH2:24][CH2:23][C:20]([C:25]([NH:27][NH2:28])=[O:26])([CH2:21][CH2:22]1)[CH2:19][CH2:18]2.[F:29][C:30]([F:35])([CH3:34])[C:31](O)=O, predict the reaction product. The product is: [F:29][C:30]([C:34]1[O:26][C:25]([C:20]23[CH2:23][CH2:24][C:17]([C:3]4[N:2]([CH3:1])[C:6]([C:7]5[CH:12]=[CH:11][CH:10]=[CH:9][C:8]=5[C:13]([F:15])([F:14])[F:16])=[N:5][N:4]=4)([CH2:18][CH2:19]2)[CH2:22][CH2:21]3)=[N:27][N:28]=1)([F:35])[CH3:31].